The task is: Predict the reactants needed to synthesize the given product.. This data is from Full USPTO retrosynthesis dataset with 1.9M reactions from patents (1976-2016). (1) Given the product [CH3:8][C:4]1[CH:5]=[CH:6][CH:7]=[C:2]([CH3:1])[C:3]=1[C:9]1[CH:14]=[CH:13][CH:12]=[C:11]([CH2:15][NH:16][C:17]2[CH:18]=[CH:19][C:20]([CH2:23][CH2:24][C:25]([OH:27])=[O:26])=[CH:21][CH:22]=2)[CH:10]=1, predict the reactants needed to synthesize it. The reactants are: [CH3:1][C:2]1[CH:7]=[CH:6][CH:5]=[C:4]([CH3:8])[C:3]=1[C:9]1[CH:14]=[CH:13][CH:12]=[C:11]([CH2:15][NH:16][C:17]2[CH:22]=[CH:21][C:20]([CH2:23][CH2:24][C:25]([O:27]C)=[O:26])=[CH:19][CH:18]=2)[CH:10]=1.[OH-].[Na+].O.C(O)(=O)CC(CC(O)=O)(C(O)=O)O. (2) The reactants are: C([O-])([O-])=O.[Cs+].[Cs+].CS(O[CH2:12][CH:13]1[N:21]2[C:16](=[CH:17][C:18](=[O:29])[C:19]([O:27][CH3:28])=[C:20]2[C:22](=[O:26])[NH:23][CH2:24][CH3:25])[CH2:15][CH2:14]1)(=O)=O.O. Given the product [CH2:24]([N:23]1[C:22](=[O:26])[C:20]2[N:21]3[C:16](=[CH:17][C:18](=[O:29])[C:19]=2[O:27][CH3:28])[CH2:15][CH2:14][CH:13]3[CH2:12]1)[CH3:25], predict the reactants needed to synthesize it. (3) Given the product [C:37]([NH:36][CH:30]1[CH2:31][CH2:32][CH2:33][CH2:34][CH2:35]1)([NH:38][CH:39]1[CH2:44][CH2:43][CH2:42][CH2:41][CH2:40]1)=[O:5], predict the reactants needed to synthesize it. The reactants are: C([O:5]C(NC(CC1C=CC=CC=1)C=CC(O)=O)=O)(C)(C)C.ON1C(=O)CCC1=O.[CH:30]1([N:36]=[C:37]=[N:38][CH:39]2[CH2:44][CH2:43][CH2:42][CH2:41][CH2:40]2)[CH2:35][CH2:34][CH2:33][CH2:32][CH2:31]1. (4) Given the product [Br:1][C:2]1[C:10]2[S:9][C:8]([NH:11][C:12](=[O:14])[CH3:13])=[N:7][C:6]=2[CH:5]=[CH:4][CH:3]=1, predict the reactants needed to synthesize it. The reactants are: [Br:1][C:2]1[C:10]2[S:9][C:8]([NH2:11])=[N:7][C:6]=2[CH:5]=[CH:4][CH:3]=1.[C:12](OC(=O)C)(=[O:14])[CH3:13].